The task is: Predict the product of the given reaction.. This data is from Forward reaction prediction with 1.9M reactions from USPTO patents (1976-2016). Given the reactants [F:1][C:2]1[CH:7]=[CH:6][C:5](B(O)O)=[CH:4][CH:3]=1.C(=O)(O)[O-].[Na+].Cl[C:17]1[C:26]2[C:21](=[CH:22][C:23]([CH2:27][N:28]3[C:32](=[O:33])[CH2:31][CH2:30][C:29]3=[O:34])=[CH:24][CH:25]=2)[N:20]=[C:19]([C:35]#[N:36])[CH:18]=1, predict the reaction product. The product is: [O:33]=[C:32]1[CH2:31][CH2:30][C:29](=[O:34])[N:28]1[CH2:27][C:23]1[CH:22]=[C:21]2[C:26]([C:17]([C:5]3[CH:6]=[CH:7][C:2]([F:1])=[CH:3][CH:4]=3)=[CH:18][C:19]([C:35]#[N:36])=[N:20]2)=[CH:25][CH:24]=1.